From a dataset of Reaction yield outcomes from USPTO patents with 853,638 reactions. Predict the reaction yield, written as a fraction of the theoretical maximum amount of product (1.0 means a 100% yield; for example, 0.34 means a 34% yield). (1) The reactants are C(OC([N:8]1[CH2:13][CH2:12][CH:11]([O:14][C:15]2[CH:20]=[CH:19][C:18]([F:21])=[CH:17][CH:16]=2)[CH2:10][CH2:9]1)=O)(C)(C)C.FC(F)(F)C(O)=O.C([O-])(O)=O.[Na+]. The catalyst is ClCCl. The product is [F:21][C:18]1[CH:19]=[CH:20][C:15]([O:14][CH:11]2[CH2:10][CH2:9][NH:8][CH2:13][CH2:12]2)=[CH:16][CH:17]=1. The yield is 0.850. (2) The reactants are [CH2:1]([C:5]1([CH2:28][CH2:29][CH2:30][CH3:31])[CH2:11][N:10]([C:12]2[CH:17]=[CH:16][C:15]([OH:18])=[CH:14][CH:13]=2)[C:9]2[CH:19]=[C:20]([N:23]([CH3:25])[CH3:24])[CH:21]=[CH:22][C:8]=2[S:7](=[O:27])(=[O:26])[CH2:6]1)[CH2:2][CH2:3][CH3:4].[Cl:32][CH2:33][C:34]1[CH:39]=[CH:38][C:37]([CH2:40]Cl)=[CH:36][CH:35]=1. No catalyst specified. The product is [CH2:1]([C:5]1([CH2:28][CH2:29][CH2:30][CH3:31])[CH2:11][N:10]([C:12]2[CH:13]=[CH:14][C:15]([O:18][CH2:40][C:37]3[CH:38]=[CH:39][C:34]([CH2:33][Cl:32])=[CH:35][CH:36]=3)=[CH:16][CH:17]=2)[C:9]2[CH:19]=[C:20]([N:23]([CH3:25])[CH3:24])[CH:21]=[CH:22][C:8]=2[S:7](=[O:26])(=[O:27])[CH2:6]1)[CH2:2][CH2:3][CH3:4]. The yield is 0.500. (3) The reactants are Cl[C:2]1[C:11]2[C:6](=[C:7]([C:12]([NH:14][C:15]3[C:20]([Cl:21])=[CH:19][CH:18]=[C:17]([NH:22][S:23]([CH2:26][CH2:27][CH3:28])(=[O:25])=[O:24])[C:16]=3[Cl:29])=[O:13])[CH:8]=[CH:9][CH:10]=2)[N:5]=[CH:4][N:3]=1.[NH3:30]. The catalyst is C(O)(C)C. The product is [Cl:29][C:16]1[C:17]([NH:22][S:23]([CH2:26][CH2:27][CH3:28])(=[O:25])=[O:24])=[CH:18][CH:19]=[C:20]([Cl:21])[C:15]=1[NH:14][C:12]([C:7]1[CH:8]=[CH:9][CH:10]=[C:11]2[C:6]=1[N:5]=[CH:4][N:3]=[C:2]2[NH2:30])=[O:13]. The yield is 0.640. (4) The reactants are Br[C:2]1[C:11]2[O:10][C:9]([CH3:13])([CH3:12])[C:8](=[O:14])[N:7]([CH3:15])[C:6]=2[CH:5]=[C:4]([S:16]([CH2:19][CH3:20])(=[O:18])=[O:17])[CH:3]=1.[CH3:21][N:22]1[CH:27]=[C:26](B2OC(C)(C)C(C)(C)O2)[C:25]2[CH:37]=[CH:38][N:39]([S:40]([C:43]3[CH:48]=[CH:47][C:46]([CH3:49])=[CH:45][CH:44]=3)(=[O:42])=[O:41])[C:24]=2[C:23]1=[O:50].[F-].[Cs+]. The catalyst is O1CCOCC1.O.C(P(C(C)(C)C)C1C=CC(N(C)C)=CC=1)(C)(C)C.Cl[Pd]Cl. The product is [CH2:19]([S:16]([C:4]1[CH:3]=[C:2]([C:26]2[C:25]3[CH:37]=[CH:38][N:39]([S:40]([C:43]4[CH:48]=[CH:47][C:46]([CH3:49])=[CH:45][CH:44]=4)(=[O:42])=[O:41])[C:24]=3[C:23](=[O:50])[N:22]([CH3:21])[CH:27]=2)[C:11]2[O:10][C:9]([CH3:13])([CH3:12])[C:8](=[O:14])[N:7]([CH3:15])[C:6]=2[CH:5]=1)(=[O:18])=[O:17])[CH3:20]. The yield is 0.600. (5) The reactants are [Cl:1][C:2]1[C:7]([C:8]([O:10]CC2C=CC=CC=2)=[O:9])=[C:6]([F:18])[C:5]([N:19](S(CCC)(=O)=O)[S:20]([CH2:23][CH2:24][CH3:25])(=[O:22])=[O:21])=[CH:4][CH:3]=1.Cl. The catalyst is C1COCC1.[OH-].[K+]. The product is [Cl:1][C:2]1[C:7]([C:8]([OH:10])=[O:9])=[C:6]([F:18])[C:5]([NH:19][S:20]([CH2:23][CH2:24][CH3:25])(=[O:21])=[O:22])=[CH:4][CH:3]=1. The yield is 0.680.